Dataset: Catalyst prediction with 721,799 reactions and 888 catalyst types from USPTO. Task: Predict which catalyst facilitates the given reaction. (1) Reactant: CC([O-:5])(C)C.[K+].NC1N=[C:15]2[C:11](N=[CH:13][N:14]2[C@@H:17]2[O:21][C@H:20]([CH2:22][O:23][P:24]([NH:34][C@@H:35]([CH3:41])[C:36]([O:38][CH2:39][CH3:40])=[O:37])([O:26]C3C=CC(Cl)=CC=3)=O)[C@@H:19]([OH:42])[C@:18]2([F:44])[CH3:43])=[C:10]([O:45]CC)[N:9]=1. Product: [O:5]=[C:13]1[NH:9][C:10](=[O:45])[CH:11]=[CH:15][N:14]1[C@@H:17]1[O:21][C@H:20]2[C@@H:19]([O:42][P@:24]([NH:34][C@@H:35]([CH3:41])[C:36]([O:38][CH2:39][CH3:40])=[O:37])(=[O:26])[O:23][CH2:22]2)[C@:18]1([F:44])[CH3:43]. The catalyst class is: 16. (2) Reactant: [Br:1][C:2]1[S:9][C:8]2[C:7]([CH:10]=[O:11])=[C:6]([C:12]([O:14][CH2:15][CH3:16])=[O:13])[NH:5][C:4]=2[CH:3]=1.[C:17](=O)([O-])[O-].[K+].[K+].IC.O. Product: [Br:1][C:2]1[S:9][C:8]2[C:7]([CH:10]=[O:11])=[C:6]([C:12]([O:14][CH2:15][CH3:16])=[O:13])[N:5]([CH3:17])[C:4]=2[CH:3]=1. The catalyst class is: 31. (3) Reactant: CO[C:3]1[CH2:4][CH2:5][CH:6]([CH3:10])[CH2:7][CH2:8][N:9]=1.[NH2:11][C:12]1[CH:20]=[C:19]([C:21]([OH:23])=[O:22])[CH:18]=[CH:17][C:13]=1[C:14](O)=[O:15]. Product: [CH3:10][CH:6]1[CH2:7][CH2:8][N:9]2[C:3](=[N:11][C:12]3[C:13]([C:14]2=[O:15])=[CH:17][CH:18]=[C:19]([C:21]([OH:23])=[O:22])[CH:20]=3)[CH2:4][CH2:5]1. The catalyst class is: 18. (4) Reactant: [CH2:1]([O:8][C:9]1[CH:14]=[CH:13][C:12]([NH2:15])=[CH:11][C:10]=1[C:16]1[N:17]([CH3:22])[N:18]=[CH:19][C:20]=1[Br:21])[C:2]1[CH:7]=[CH:6][CH:5]=[CH:4][CH:3]=1.[Cl:23][C:24]1[CH:29]=[CH:28][C:27]([N:30]=[C:31]=[O:32])=[CH:26][CH:25]=1. Product: [CH2:1]([O:8][C:9]1[CH:14]=[CH:13][C:12]([NH:15][C:31]([NH:30][C:27]2[CH:28]=[CH:29][C:24]([Cl:23])=[CH:25][CH:26]=2)=[O:32])=[CH:11][C:10]=1[C:16]1[N:17]([CH3:22])[N:18]=[CH:19][C:20]=1[Br:21])[C:2]1[CH:3]=[CH:4][CH:5]=[CH:6][CH:7]=1. The catalyst class is: 2. (5) Reactant: CC(C)([O-])C.[K+].[C:7]([O:11][C:12](=[O:31])[NH:13][C:14]([CH3:30])([CH3:29])[CH2:15][N:16]([C:25](=[O:28])[CH2:26]Br)[C:17]1[CH:22]=[C:21]([F:23])[CH:20]=[CH:19][C:18]=1[CH3:24])([CH3:10])([CH3:9])[CH3:8].[Cl-].[NH4+]. Product: [C:7]([O:11][C:12]([N:13]1[CH2:26][C:25](=[O:28])[N:16]([C:17]2[CH:22]=[C:21]([F:23])[CH:20]=[CH:19][C:18]=2[CH3:24])[CH2:15][C:14]1([CH3:30])[CH3:29])=[O:31])([CH3:10])([CH3:9])[CH3:8]. The catalyst class is: 30. (6) Reactant: [NH:1]1[C:9]2[C:4](=[C:5]([C:10]3[CH:18]=[C:17]4[C:13]([CH:14]=[N:15][N:16]4[CH3:19])=[C:12]([N+:20]([O-])=O)[CH:11]=3)[CH:6]=[CH:7][CH:8]=2)[CH:3]=[CH:2]1. Product: [NH:1]1[C:9]2[C:4](=[C:5]([C:10]3[CH:11]=[C:12]([NH2:20])[C:13]4[CH:14]=[N:15][N:16]([CH3:19])[C:17]=4[CH:18]=3)[CH:6]=[CH:7][CH:8]=2)[CH:3]=[CH:2]1. The catalyst class is: 78.